From a dataset of Full USPTO retrosynthesis dataset with 1.9M reactions from patents (1976-2016). Predict the reactants needed to synthesize the given product. (1) Given the product [C:1]([O:5][C:6]([NH:8][C:9]([C:10]([O:12][CH2:13][CH3:14])=[O:11])([CH2:27][C:28]([O:30][CH2:31][CH3:32])=[O:29])[C:15]([O:17][CH2:18][CH3:19])=[O:16])=[O:7])([CH3:4])([CH3:2])[CH3:3], predict the reactants needed to synthesize it. The reactants are: [C:1]([O:5][C:6]([NH:8][CH:9]([C:15]([O:17][CH2:18][CH3:19])=[O:16])[C:10]([O:12][CH2:13][CH3:14])=[O:11])=[O:7])([CH3:4])([CH3:3])[CH3:2].C(=O)([O-])[O-].[K+].[K+].Br[CH2:27][C:28]([O:30][CH2:31][CH3:32])=[O:29].Cl. (2) Given the product [Br:11][C:12]1[C:13]([O:1][C@@H:2]2[CH2:6][CH2:5][O:4][CH2:3]2)=[N:14][C:15]([Cl:18])=[N:16][CH:17]=1, predict the reactants needed to synthesize it. The reactants are: [OH:1][C@@H:2]1[CH2:6][CH2:5][O:4][CH2:3]1.[H-].[Na+].[H][H].[Br:11][C:12]1[C:13](Cl)=[N:14][C:15]([Cl:18])=[N:16][CH:17]=1. (3) Given the product [O:27]1[CH2:28][CH2:29][CH:24]([NH:23][C:20]([C:11]2[CH:12]=[C:13]([C:14]3[CH:19]=[CH:18][CH:17]=[CH:16][N:15]=3)[N:9]([C:6]3[CH:7]=[N:8][C:3]([O:2][CH3:1])=[CH:4][CH:5]=3)[N:10]=2)=[O:22])[CH2:25][CH2:26]1, predict the reactants needed to synthesize it. The reactants are: [CH3:1][O:2][C:3]1[N:8]=[CH:7][C:6]([N:9]2[C:13]([C:14]3[CH:19]=[CH:18][CH:17]=[CH:16][N:15]=3)=[CH:12][C:11]([C:20]([OH:22])=O)=[N:10]2)=[CH:5][CH:4]=1.[NH2:23][CH:24]1[CH2:29][CH2:28][O:27][CH2:26][CH2:25]1. (4) Given the product [Br:1][CH2:2][CH2:3][S:17][CH:11]1[CH2:16][CH2:15][CH2:14][CH2:13][CH2:12]1, predict the reactants needed to synthesize it. The reactants are: [Br:1][CH2:2][CH2:3]Br.C([O-])([O-])=O.[K+].[K+].[CH:11]1([SH:17])[CH2:16][CH2:15][CH2:14][CH2:13][CH2:12]1. (5) Given the product [Cl:10][C:11]1[CH:16]=[C:15]([O:7][CH2:6][CH2:5][C:4]([CH3:9])([CH3:8])[CH3:3])[N:14]=[CH:13][N:12]=1, predict the reactants needed to synthesize it. The reactants are: [H-].[Na+].[CH3:3][C:4]([CH3:9])([CH3:8])[CH2:5][CH2:6][OH:7].[Cl:10][C:11]1[CH:16]=[C:15](Cl)[N:14]=[CH:13][N:12]=1.[Cl-].[NH4+]. (6) Given the product [CH2:13]([C:17]1[N:18]=[C:19]([CH3:48])[N:20]([C:39]2[CH:44]=[CH:43][CH:42]=[C:41]([CH:45]3[CH2:46][CH2:47]3)[CH:40]=2)[C:21](=[O:38])[C:22]=1[CH2:23][C:24]1[CH:25]=[CH:26][C:27]([C:30]2[CH:35]=[CH:34][CH:33]=[CH:32][C:31]=2[C:36]2[NH:3][C:4](=[O:7])[O:5][N:37]=2)=[CH:28][CH:29]=1)[CH2:14][CH2:15][CH3:16], predict the reactants needed to synthesize it. The reactants are: [Cl-].O[NH3+:3].[C:4](=[O:7])([O-])[OH:5].[Na+].CS(C)=O.[CH2:13]([C:17]1[N:18]=[C:19]([CH3:48])[N:20]([C:39]2[CH:44]=[CH:43][CH:42]=[C:41]([CH:45]3[CH2:47][CH2:46]3)[CH:40]=2)[C:21](=[O:38])[C:22]=1[CH2:23][C:24]1[CH:29]=[CH:28][C:27]([C:30]2[C:31]([C:36]#[N:37])=[CH:32][CH:33]=[CH:34][CH:35]=2)=[CH:26][CH:25]=1)[CH2:14][CH2:15][CH3:16]. (7) Given the product [Br:1][C:2]1[CH:7]=[C:6]([N+:10]([O-:12])=[O:11])[C:5]([OH:8])=[C:4]([Cl:9])[CH:3]=1, predict the reactants needed to synthesize it. The reactants are: [Br:1][C:2]1[CH:7]=[CH:6][C:5]([OH:8])=[C:4]([Cl:9])[CH:3]=1.[N+:10]([O-])([OH:12])=[O:11].O. (8) Given the product [Cl:1][C:2]1[C:11]2[C:6](=[CH:7][CH:8]=[C:9]([C:12]([N:13]3[CH2:47][CH:44]([O:43][CH3:42])[CH2:45]3)=[O:24])[CH:10]=2)[CH:5]=[N:4][CH:3]=1, predict the reactants needed to synthesize it. The reactants are: [Cl:1][C:2]1[C:11]2[C:6](=[CH:7][CH:8]=[C:9]([C:12]#[N:13])[CH:10]=2)[CH:5]=[N:4][CH:3]=1.[OH-].[Na+].Cl.CN(C([O:24]N1N=NC2C=CC=NC1=2)=[N+](C)C)C.F[P-](F)(F)(F)(F)F.Cl.[CH3:42][O:43][CH:44]1[CH2:47]N[CH2:45]1.CCN(C(C)C)C(C)C. (9) Given the product [CH3:1][C:2]1[CH:3]=[CH:4][C:5]([C:6]([NH:8][C:9]2[CH:14]=[CH:13][C:12]([CH2:15][N:16]3[CH2:17][CH2:18][N:19]([CH3:22])[CH2:20][CH2:21]3)=[C:11]([C:23]([F:26])([F:24])[F:25])[CH:10]=2)=[O:7])=[CH:27][C:28]=1[C:39]1[CH:40]=[C:41]2[C:46](=[CH:47][CH:48]=1)[CH:45]=[N:44][N:43]=[CH:42]2, predict the reactants needed to synthesize it. The reactants are: [CH3:1][C:2]1[CH:28]=[CH:27][C:5]([C:6]([NH:8][C:9]2[CH:14]=[CH:13][C:12]([CH2:15][N:16]3[CH2:21][CH2:20][N:19]([CH3:22])[CH2:18][CH2:17]3)=[C:11]([C:23]([F:26])([F:25])[F:24])[CH:10]=2)=[O:7])=[CH:4][C:3]=1B1OC(C)(C)C(C)(C)O1.Br[C:39]1[CH:40]=[C:41]2[C:46](=[CH:47][CH:48]=1)[CH:45]=[N:44][N:43]=[CH:42]2.